From a dataset of Full USPTO retrosynthesis dataset with 1.9M reactions from patents (1976-2016). Predict the reactants needed to synthesize the given product. (1) Given the product [Cl:35][C:4]1[CH:3]=[C:16]([F:21])[CH:17]=[CH:6][C:5]=1[CH:9]([CH:11]1[CH2:13][CH2:12]1)[C:27]1[C:26]2[C:30](=[C:31]([CH2:32][S:33][CH3:34])[C:23]([F:22])=[CH:24][CH:25]=2)[NH:29][CH:28]=1, predict the reactants needed to synthesize it. The reactants are: ClC1C=[C:6](F)[C:5]([CH:9]([CH:11]2[CH2:13][CH2:12]2)O)=[C:4](F)[CH:3]=1.F[C:16]([F:21])(F)[C:17](O)=O.[F:22][C:23]1[C:31]([CH2:32][S:33][CH3:34])=[C:30]2[C:26]([CH:27]=[CH:28][NH:29]2)=[CH:25][CH:24]=1.[Cl:35]CCl. (2) Given the product [N:19]1([C:3]2[N:4]=[C:5]([O:9][CH2:10][CH2:11][O:12][C:13]3[CH:18]=[CH:17][CH:16]=[CH:15][N:14]=3)[N:6]=[C:7]3[C:2]=2[N:1]=[C:32]([NH:31][C:27]2[CH:26]=[C:25]([CH3:34])[CH:30]=[CH:29][CH:28]=2)[NH:8]3)[CH2:20][CH2:21][O:22][CH2:23][CH2:24]1, predict the reactants needed to synthesize it. The reactants are: [NH2:1][C:2]1[C:3]([N:19]2[CH2:24][CH2:23][O:22][CH2:21][CH2:20]2)=[N:4][C:5]([O:9][CH2:10][CH2:11][O:12][C:13]2[CH:18]=[CH:17][CH:16]=[CH:15][N:14]=2)=[N:6][C:7]=1[NH2:8].[C:25]1([CH3:34])[CH:30]=[CH:29][CH:28]=[C:27]([N:31]=[C:32]=O)[CH:26]=1. (3) The reactants are: C[O:2][C:3]1[CH:10]=[CH:9][CH:8]=[CH:7][C:4]=1[CH2:5][NH2:6].[C:11](OC(=O)C)(=[O:13])[CH3:12]. Given the product [OH:2][C:3]1[CH:10]=[CH:9][CH:8]=[CH:7][C:4]=1[CH2:5][NH:6][C:11](=[O:13])[CH3:12], predict the reactants needed to synthesize it. (4) Given the product [C:23]([O:27][C:28](=[O:38])[NH:29][CH2:30][CH2:31][CH:32]1[CH2:33][CH2:34][N:35]([C:11]([C:10]2[CH:14]=[C:15]([O:17][CH:18]([CH3:20])[CH3:19])[N:16]=[C:8]([O:7][C:6]3[CH:5]=[CH:4][C:3]([C:1]#[N:2])=[CH:22][CH:21]=3)[CH:9]=2)=[O:13])[CH2:36][CH2:37]1)([CH3:26])([CH3:24])[CH3:25], predict the reactants needed to synthesize it. The reactants are: [C:1]([C:3]1[CH:22]=[CH:21][C:6]([O:7][C:8]2[CH:9]=[C:10]([CH:14]=[C:15]([O:17][CH:18]([CH3:20])[CH3:19])[N:16]=2)[C:11]([OH:13])=O)=[CH:5][CH:4]=1)#[N:2].[C:23]([O:27][C:28](=[O:38])[NH:29][CH2:30][CH2:31][CH:32]1[CH2:37][CH2:36][NH:35][CH2:34][CH2:33]1)([CH3:26])([CH3:25])[CH3:24]. (5) Given the product [Br:8][C:9]1[N:10]=[C:11]([C:30]2[O:34][N:33]=[C:32]([C:35]3[CH:40]=[CH:39][C:38]([CH2:41][Cl:42])=[CH:37][CH:36]=3)[CH:31]=2)[C:12]([NH2:15])=[N:13][CH:14]=1, predict the reactants needed to synthesize it. The reactants are: FC(F)(F)C(O)=O.[Br:8][C:9]1[N:10]=[C:11]([C:30]2[O:34][N:33]=[C:32]([C:35]3[CH:40]=[CH:39][C:38]([CH2:41][Cl:42])=[CH:37][CH:36]=3)[CH:31]=2)[C:12]([N:15](C(OC(C)(C)C)=O)C(=O)OC(C)(C)C)=[N:13][CH:14]=1.